Dataset: Reaction yield outcomes from USPTO patents with 853,638 reactions. Task: Predict the reaction yield, written as a fraction of the theoretical maximum amount of product (1.0 means a 100% yield; for example, 0.34 means a 34% yield). (1) The reactants are [Br:1][C:2]1[CH:3]=[C:4]2[C:8](=[CH:9][CH:10]=1)[C@@H:7]([N:11]1[CH2:16][CH2:15][N:14]([C:17]3([CH3:30])[CH2:22][CH2:21][N:20]([C:23]([O:25][C:26]([CH3:29])([CH3:28])[CH3:27])=[O:24])[CH2:19][CH2:18]3)[CH2:13][C@@H:12]1[CH3:31])[C@H:6]([OH:32])[CH2:5]2.[H-].[Na+].I[CH2:36][CH3:37]. The catalyst is O1CCCC1. The product is [Br:1][C:2]1[CH:3]=[C:4]2[C:8](=[CH:9][CH:10]=1)[C@@H:7]([N:11]1[CH2:16][CH2:15][N:14]([C:17]3([CH3:30])[CH2:18][CH2:19][N:20]([C:23]([O:25][C:26]([CH3:27])([CH3:29])[CH3:28])=[O:24])[CH2:21][CH2:22]3)[CH2:13][C@@H:12]1[CH3:31])[C@H:6]([O:32][CH2:36][CH3:37])[CH2:5]2. The yield is 0.820. (2) The reactants are [O:1]1[C:5]2[CH:6]=[CH:7][C:8]([C:10]3([C:13]([NH:15][C:16]4[CH:25]=[CH:24][C:19]([C:20](OC)=[O:21])=[C:18]([Br:26])[CH:17]=4)=[O:14])[CH2:12][CH2:11]3)=[CH:9][C:4]=2[O:3][CH2:2]1.[Li+].[BH4-]. The catalyst is C1COCC1.CCOCC.O. The product is [O:1]1[C:5]2[CH:6]=[CH:7][C:8]([C:10]3([C:13]([NH:15][C:16]4[CH:25]=[CH:24][C:19]([CH2:20][OH:21])=[C:18]([Br:26])[CH:17]=4)=[O:14])[CH2:12][CH2:11]3)=[CH:9][C:4]=2[O:3][CH2:2]1. The yield is 0.740. (3) The yield is 0.930. The catalyst is [Cu]I.Cl[Pd](Cl)([P](C1C=CC=CC=1)(C1C=CC=CC=1)C1C=CC=CC=1)[P](C1C=CC=CC=1)(C1C=CC=CC=1)C1C=CC=CC=1.C1COCC1. The reactants are Br[C:2]1[CH:9]=[CH:8][C:5]([C:6]#[N:7])=[CH:4][CH:3]=1.[CH3:10][Si:11]([C:14]#[CH:15])([CH3:13])[CH3:12].C1(P(C2C=CC=CC=2)C2C=CC=CC=2)C=CC=CC=1.C(N(CC)CC)C. The product is [CH3:10][Si:11]([C:14]#[C:15][C:2]1[CH:9]=[CH:8][C:5]([C:6]#[N:7])=[CH:4][CH:3]=1)([CH3:13])[CH3:12]. (4) The reactants are Cl[C:2]1[CH:7]=[C:6]([C:8]2C=CC(F)=CC=2)C=C[N:3]=1.N[C:16]1[N:20]([CH3:21])[C:19]2[CH:22]=[CH:23][CH:24]=[CH:25][C:18]=2[N:17]=1.C[C:27]1(C)[C:53]2[C:48](=[C:49](P(C3C=CC=CC=3)C3C=CC=CC=3)[CH:50]=[CH:51][CH:52]=2)[O:47][C:29]2[C:30](P(C3C=CC=CC=3)C3C=CC=CC=3)=CC=CC1=2.C([O-])([O-])=[O:69].[Cs+].[Cs+].[OH2:74]. The catalyst is O1CCOCC1.C1C=CC(/C=C/C(/C=C/C2C=CC=CC=2)=O)=CC=1.C1C=CC(/C=C/C(/C=C/C2C=CC=CC=2)=O)=CC=1.C1C=CC(/C=C/C(/C=C/C2C=CC=CC=2)=O)=CC=1.[Pd].[Pd]. The product is [O:74]1[C:25]2[CH:24]=[CH:23][CH:22]=[CH:19][C:18]=2[N:17]=[C:16]1[N:20]([C:21]1[CH:8]=[CH:6][CH:7]=[CH:2][N:3]=1)[CH2:27][CH2:53][CH2:52][CH2:51][CH2:50][CH2:49][C:48]([O:47][CH2:29][CH3:30])=[O:69]. The yield is 0.670. (5) The reactants are Br[C:2]1[CH:3]=[C:4]2[C:9](=[CH:10][CH:11]=1)[C:8](=[O:12])[CH2:7][CH2:6]C2.[O:13]1[CH:17]=[CH:16][C:15](B2OC(C)(C)C(C)(C)O2)=[CH:14]1.C(Cl)Cl.C([O-])(O)=[O:31].[Na+]. The catalyst is O1CCOCC1.CCOC(C)=O.C1C=CC(P(C2C=CC=CC=2)[C-]2C=CC=C2)=CC=1.C1C=CC(P(C2C=CC=CC=2)[C-]2C=CC=C2)=CC=1.Cl[Pd]Cl.[Fe+2]. The product is [O:13]1[CH:17]=[CH:16][C:15]([C:2]2[CH:11]=[CH:10][C:9]3[C:8](=[O:12])[CH2:7][CH2:6][O:31][C:4]=3[CH:3]=2)=[CH:14]1. The yield is 0.830. (6) The reactants are Br[C:2]1[C:8]([C:9]([F:12])([F:11])[F:10])=[CH:7][C:5]([NH2:6])=[CH:4][C:3]=1[Cl:13].C(=O)([O-])[O-].[Na+].[Na+].CC1(C)C(C)(C)OB([C:28]2[CH:29]=[C:30]([CH:45]=[CH:46][CH:47]=2)[O:31][CH:32]2[CH2:37][CH2:36][N:35]([C:38]([O:40][C:41]([CH3:44])([CH3:43])[CH3:42])=[O:39])[CH2:34][CH2:33]2)O1.O. The catalyst is O1CCOCC1.C1C=CC([P]([Pd]([P](C2C=CC=CC=2)(C2C=CC=CC=2)C2C=CC=CC=2)([P](C2C=CC=CC=2)(C2C=CC=CC=2)C2C=CC=CC=2)[P](C2C=CC=CC=2)(C2C=CC=CC=2)C2C=CC=CC=2)(C2C=CC=CC=2)C2C=CC=CC=2)=CC=1. The product is [NH2:6][C:5]1[CH:7]=[C:8]([C:9]([F:12])([F:11])[F:10])[C:2]([C:28]2[CH:47]=[CH:46][CH:45]=[C:30]([O:31][CH:32]3[CH2:33][CH2:34][N:35]([C:38]([O:40][C:41]([CH3:44])([CH3:43])[CH3:42])=[O:39])[CH2:36][CH2:37]3)[CH:29]=2)=[C:3]([Cl:13])[CH:4]=1. The yield is 0.440. (7) The reactants are [CH3:1][C:2]1[O:6][N:5]=[C:4]([C:7]2[CH:12]=[CH:11][CH:10]=[CH:9][CH:8]=2)[C:3]=1[CH2:13][O:14][C:15]1[CH:23]=[CH:22][C:18]([C:19]([OH:21])=O)=[CH:17][N:16]=1.[O:24]=[S:25]1(=[O:31])[CH2:29][CH2:28][CH:27]([NH2:30])[CH2:26]1. No catalyst specified. The product is [O:24]=[S:25]1(=[O:31])[CH2:29][CH2:28][CH:27]([NH:30][C:19](=[O:21])[C:18]2[CH:22]=[CH:23][C:15]([O:14][CH2:13][C:3]3[C:4]([C:7]4[CH:8]=[CH:9][CH:10]=[CH:11][CH:12]=4)=[N:5][O:6][C:2]=3[CH3:1])=[N:16][CH:17]=2)[CH2:26]1. The yield is 0.540. (8) The reactants are Br[C:2]1[CH:9]=[CH:8][C:5]([C:6]#[N:7])=[CH:4][CH:3]=1.[F:10][C:11]1[CH:16]=[CH:15][CH:14]=[CH:13][C:12]=1[OH:17].CC(C)(C(=O)CC(=O)C(C)(C)C)C.C(=O)([O-])[O-].[Cs+].[Cs+]. The catalyst is CN1C(=O)CCC1.[Cu]Cl. The product is [F:10][C:11]1[CH:16]=[CH:15][CH:14]=[CH:13][C:12]=1[O:17][C:2]1[CH:9]=[CH:8][C:5]([C:6]#[N:7])=[CH:4][CH:3]=1. The yield is 0.660. (9) The reactants are [CH3:1][C:2]([C:6]1[NH:7][C:8]2[C:13]([CH:14]=1)=[CH:12][C:11]([N+:15]([O-:17])=[O:16])=[CH:10][CH:9]=2)([CH3:5])[CH2:3][NH2:4].CCN(CC)CC.[C:25](O[C:25]([O:27][C:28]([CH3:31])([CH3:30])[CH3:29])=[O:26])([O:27][C:28]([CH3:31])([CH3:30])[CH3:29])=[O:26].O. The catalyst is C1COCC1. The product is [CH3:5][C:2]([C:6]1[NH:7][C:8]2[C:13]([CH:14]=1)=[CH:12][C:11]([N+:15]([O-:17])=[O:16])=[CH:10][CH:9]=2)([CH3:1])[CH2:3][NH:4][C:25](=[O:26])[O:27][C:28]([CH3:31])([CH3:30])[CH3:29]. The yield is 0.670.